From a dataset of Catalyst prediction with 721,799 reactions and 888 catalyst types from USPTO. Predict which catalyst facilitates the given reaction. Product: [C:1]([O:5][C:6](=[O:14])[NH:7][CH:8]1[CH2:13][CH2:12][N:11]([CH2:22][CH2:23][OH:24])[CH2:10][CH2:9]1)([CH3:4])([CH3:2])[CH3:3]. The catalyst class is: 5. Reactant: [C:1]([O:5][C:6](=[O:14])[NH:7][CH:8]1[CH2:13][CH2:12][NH:11][CH2:10][CH2:9]1)([CH3:4])([CH3:3])[CH3:2].C(=O)([O-])[O-].[Na+].[Na+].Br[CH2:22][CH2:23][OH:24].